From a dataset of Catalyst prediction with 721,799 reactions and 888 catalyst types from USPTO. Predict which catalyst facilitates the given reaction. (1) Reactant: C(O)C.[CH2:4]([N:11]([CH2:31][C:32]1[CH:37]=[CH:36][CH:35]=[CH:34][CH:33]=1)[C:12]1[CH:13]=[CH:14][C:15]([N+:28]([O-])=O)=[C:16]([CH:27]=1)[C:17]([O:19][CH2:20][C:21]1[CH:26]=[CH:25][CH:24]=[CH:23][CH:22]=1)=[O:18])[C:5]1[CH:10]=[CH:9][CH:8]=[CH:7][CH:6]=1.O.O.[Sn](Cl)Cl.C(=O)(O)[O-].[Na+]. Product: [NH2:28][C:15]1[CH:14]=[CH:13][C:12]([N:11]([CH2:31][C:32]2[CH:37]=[CH:36][CH:35]=[CH:34][CH:33]=2)[CH2:4][C:5]2[CH:6]=[CH:7][CH:8]=[CH:9][CH:10]=2)=[CH:27][C:16]=1[C:17]([O:19][CH2:20][C:21]1[CH:22]=[CH:23][CH:24]=[CH:25][CH:26]=1)=[O:18]. The catalyst class is: 13. (2) The catalyst class is: 1. Reactant: [Cl:1][C:2]1[C:7]([NH:8][C:9]2[N:14]=[C:13]([NH:15][CH:16]3[CH2:18][CH2:17]3)[C:12]3=[N:19][CH:20]=[C:21]([C:22]#[N:23])[N:11]3[N:10]=2)=[CH:6][C:5]([C:24]#[N:25])=[CH:4][C:3]=1[N:26]1[CH2:31][CH2:30][C@@H:29]([NH:32][S:33]([CH3:36])(=[O:35])=[O:34])[C@H:28]([O:37][Si](C(C)C)(C(C)C)C(C)C)[CH2:27]1. Product: [Cl:1][C:2]1[C:7]([NH:8][C:9]2[N:14]=[C:13]([NH:15][CH:16]3[CH2:17][CH2:18]3)[C:12]3=[N:19][CH:20]=[C:21]([C:22]#[N:23])[N:11]3[N:10]=2)=[CH:6][C:5]([C:24]#[N:25])=[CH:4][C:3]=1[N:26]1[CH2:31][CH2:30][C@@H:29]([NH:32][S:33]([CH3:36])(=[O:35])=[O:34])[C@H:28]([OH:37])[CH2:27]1. (3) Reactant: [C:1]([O:8][CH2:9][CH3:10])(=[O:7])[C:2](OCC)=O.[C:11]1([S:17]([N:20]2[CH:24]=[CH:23][CH:22]=[C:21]2[C:25](=O)[CH3:26])(=[O:19])=[O:18])[CH:16]=[CH:15][CH:14]=[CH:13][CH:12]=1.[O-]CC.[Na+].Cl.[NH:33]([C:35]1[CH:36]=[CH:37][C:38]([O:41][CH3:42])=[N:39][CH:40]=1)[NH2:34].C(=O)([O-])O.[Na+]. Product: [CH2:9]([O:8][C:1]([C:2]1[CH:26]=[C:25]([C:21]2[N:20]([S:17]([C:11]3[CH:16]=[CH:15][CH:14]=[CH:13][CH:12]=3)(=[O:19])=[O:18])[CH:24]=[CH:23][CH:22]=2)[N:33]([C:35]2[CH:40]=[N:39][C:38]([O:41][CH3:42])=[CH:37][CH:36]=2)[N:34]=1)=[O:7])[CH3:10]. The catalyst class is: 162. (4) Reactant: [Cl:1][C:2]1[CH:3]=[C:4]2[C:8](=[CH:9][CH:10]=1)[NH:7][C:6]([C:11]([OH:13])=O)=[CH:5]2.Cl.CN(C)CCCN=C=NCC.[CH3:26][CH:27]1[CH2:32][NH:31][CH2:30][CH2:29][NH:28]1. Product: [Cl:1][C:2]1[CH:3]=[C:4]2[C:8](=[CH:9][CH:10]=1)[NH:7][C:6]([C:11]([N:31]1[CH2:30][CH2:29][NH:28][CH:27]([CH3:26])[CH2:32]1)=[O:13])=[CH:5]2. The catalyst class is: 4. (5) Reactant: C([O:4][C:5]([CH3:10])([CH3:9])[C:6](Cl)=[O:7])(=O)C.[F:11][C:12]1[CH:18]=[C:17]([S:19][C:20]2[CH:25]=[CH:24][CH:23]=[CH:22][CH:21]=2)[CH:16]=[CH:15][C:13]=1[NH2:14].N1C=CC=CC=1. Product: [F:11][C:12]1[CH:18]=[C:17]([S:19][C:20]2[CH:25]=[CH:24][CH:23]=[CH:22][CH:21]=2)[CH:16]=[CH:15][C:13]=1[NH:14][C:6](=[O:7])[C:5]([OH:4])([CH3:9])[CH3:10]. The catalyst class is: 2. (6) Reactant: Br[C:2]1[CH:3]=[C:4]([C:23]2[N:27]([C:28]3[CH:33]=[CH:32][CH:31]=[CH:30][CH:29]=3)[C:26]3[CH:34]=[CH:35][CH:36]=[CH:37][C:25]=3[N:24]=2)[CH:5]=[C:6]([C:8]2[N:12]([C:13]3[CH:18]=[CH:17][CH:16]=[CH:15][CH:14]=3)[C:11]3[CH:19]=[CH:20][CH:21]=[CH:22][C:10]=3[N:9]=2)[CH:7]=1.[B:38]1([B:38]2[O:42][C:41]([CH3:44])([CH3:43])[C:40]([CH3:46])([CH3:45])[O:39]2)[O:42][C:41]([CH3:44])([CH3:43])[C:40]([CH3:46])([CH3:45])[O:39]1.C([O-])(=O)C.[K+]. Product: [CH3:45][C:40]1([CH3:46])[C:41]([CH3:44])([CH3:43])[O:42][B:38]([C:2]2[CH:3]=[C:4]([C:23]3[N:27]([C:28]4[CH:33]=[CH:32][CH:31]=[CH:30][CH:29]=4)[C:26]4[CH:34]=[CH:35][CH:36]=[CH:37][C:25]=4[N:24]=3)[CH:5]=[C:6]([C:8]3[N:12]([C:13]4[CH:18]=[CH:17][CH:16]=[CH:15][CH:14]=4)[C:11]4[CH:19]=[CH:20][CH:21]=[CH:22][C:10]=4[N:9]=3)[CH:7]=2)[O:39]1. The catalyst class is: 75. (7) Reactant: Br[C:2]1[CH:7]=[C:6]([Br:8])[C:5]([F:9])=[CH:4][C:3]=1[F:10].[Li]CCCC.CN([CH:19]=[O:20])C.CCOC(C)=O. Product: [Br:8][C:6]1[C:5]([F:9])=[CH:4][C:3]([F:10])=[C:2]([CH:7]=1)[CH:19]=[O:20]. The catalyst class is: 28. (8) Reactant: [C:1]1([CH2:7][O:8][C:9]([N:11]2[CH2:15][CH2:14][C@@H:13]([C:16]([OH:18])=[O:17])[NH:12]2)=[O:10])[CH:6]=[CH:5][CH:4]=[CH:3][CH:2]=1.C(N(CC)CC)C.[CH3:26][C:27]([O:30][C:31](O[C:31]([O:30][C:27]([CH3:29])([CH3:28])[CH3:26])=[O:32])=[O:32])([CH3:29])[CH3:28]. Product: [CH3:26][C:27]([O:30][C:31]([N:12]1[C@H:13]([C:16]([OH:18])=[O:17])[CH2:14][CH2:15][N:11]1[C:9]([O:8][CH2:7][C:1]1[CH:6]=[CH:5][CH:4]=[CH:3][CH:2]=1)=[O:10])=[O:32])([CH3:29])[CH3:28]. The catalyst class is: 7. (9) Reactant: O[C@@H:2]1[CH2:7][N:6](C(=O)C(F)(F)F)[C@H:5]([C:14]([O:16][C:17]([CH3:20])([CH3:19])[CH3:18])=[O:15])[CH2:4][CH2:3]1.N1C(C)=CC=CC=1C.FC(F)(F)S(OS(C(F)(F)F)(=O)=O)(=O)=O.[CH2:44]([O:51][NH2:52])[C:45]1[CH:50]=[CH:49][CH:48]=[CH:47][CH:46]=1. The catalyst class is: 477. Product: [CH2:44]([O:51][NH:52][C@H:2]1[CH2:7][NH:6][C@H:5]([C:14]([O:16][C:17]([CH3:18])([CH3:19])[CH3:20])=[O:15])[CH2:4][CH2:3]1)[C:45]1[CH:50]=[CH:49][CH:48]=[CH:47][CH:46]=1. (10) Reactant: [N+:1]([C:4]1[CH:5]=[N:6][NH:7][CH:8]=1)([O-:3])=[O:2].[H-].[Na+].[CH2:11](Br)[C:12]1[CH:17]=[CH:16][CH:15]=[CH:14][CH:13]=1. Product: [CH2:11]([N:6]1[CH:5]=[C:4]([N+:1]([O-:3])=[O:2])[CH:8]=[N:7]1)[C:12]1[CH:17]=[CH:16][CH:15]=[CH:14][CH:13]=1. The catalyst class is: 18.